From a dataset of NCI-60 drug combinations with 297,098 pairs across 59 cell lines. Regression. Given two drug SMILES strings and cell line genomic features, predict the synergy score measuring deviation from expected non-interaction effect. (1) Drug 1: C1CCN(CC1)CCOC2=CC=C(C=C2)C(=O)C3=C(SC4=C3C=CC(=C4)O)C5=CC=C(C=C5)O. Drug 2: CC(C1=C(C=CC(=C1Cl)F)Cl)OC2=C(N=CC(=C2)C3=CN(N=C3)C4CCNCC4)N. Cell line: MOLT-4. Synergy scores: CSS=22.1, Synergy_ZIP=2.40, Synergy_Bliss=8.11, Synergy_Loewe=-6.41, Synergy_HSA=4.65. (2) Drug 1: C1CC(=O)NC(=O)C1N2C(=O)C3=CC=CC=C3C2=O. Drug 2: C1C(C(OC1N2C=NC3=C2NC=NCC3O)CO)O. Cell line: SNB-19. Synergy scores: CSS=5.21, Synergy_ZIP=4.44, Synergy_Bliss=-0.940, Synergy_Loewe=1.63, Synergy_HSA=0.191. (3) Drug 1: CS(=O)(=O)C1=CC(=C(C=C1)C(=O)NC2=CC(=C(C=C2)Cl)C3=CC=CC=N3)Cl. Drug 2: C1C(C(OC1N2C=C(C(=O)NC2=O)F)CO)O. Cell line: 786-0. Synergy scores: CSS=18.3, Synergy_ZIP=3.12, Synergy_Bliss=2.54, Synergy_Loewe=4.33, Synergy_HSA=6.45. (4) Drug 1: CCC1=C2CN3C(=CC4=C(C3=O)COC(=O)C4(CC)O)C2=NC5=C1C=C(C=C5)O. Drug 2: CN(CCCl)CCCl.Cl. Cell line: KM12. Synergy scores: CSS=38.5, Synergy_ZIP=-6.69, Synergy_Bliss=-2.08, Synergy_Loewe=0.812, Synergy_HSA=2.03. (5) Cell line: T-47D. Drug 1: C1=CC=C(C=C1)NC(=O)CCCCCCC(=O)NO. Synergy scores: CSS=11.2, Synergy_ZIP=-2.78, Synergy_Bliss=2.14, Synergy_Loewe=-7.98, Synergy_HSA=1.46. Drug 2: C1CCC(C(C1)N)N.C(=O)(C(=O)[O-])[O-].[Pt+4].